From a dataset of Forward reaction prediction with 1.9M reactions from USPTO patents (1976-2016). Predict the product of the given reaction. (1) Given the reactants [C:12]([O:11][C:9](O[C:9]([O:11][C:12]([CH3:15])([CH3:14])[CH3:13])=[O:10])=[O:10])([CH3:15])([CH3:14])[CH3:13].[F:16][C:17]1[CH:18]=[C:19]([N:23]2[C:31]3[C:26](=[CH:27][CH:28]=[CH:29][CH:30]=3)[CH:25]=[C:24]2[CH:32]([NH2:34])[CH3:33])[CH:20]=[CH:21][CH:22]=1.C(N(CC)CC)C, predict the reaction product. The product is: [F:16][C:17]1[CH:18]=[C:19]([N:23]2[C:31]3[C:26](=[CH:27][CH:28]=[CH:29][CH:30]=3)[CH:25]=[C:24]2[CH:32]([NH:34][C:9](=[O:10])[O:11][C:12]([CH3:13])([CH3:14])[CH3:15])[CH3:33])[CH:20]=[CH:21][CH:22]=1. (2) Given the reactants C([O:5][C:6](=[O:49])[CH2:7][N:8](C(OC(C)(C)C)=O)[C:9]1[CH:14]=[CH:13][CH:12]=[C:11]([CH:15]([S:33]([C:36]2[CH:41]=[CH:40][CH:39]=[CH:38][N:37]=2)(=[O:35])=[O:34])[NH:16][CH2:17][C:18]2[CH:23]=[CH:22][C:21]([C:24]3[S:25][CH:26]=[C:27]([C:29]([F:32])([F:31])[F:30])[N:28]=3)=[CH:20][CH:19]=2)[N:10]=1)(C)(C)C.C(OC(=O)CN(C(OC(C)(C)C)=O)C1C=CC=C(C(CC2C=CC(N3C=CC=N3)=CC=2)NS(C2C=CC=CN=2)(=O)=O)N=1)(C)(C)C, predict the reaction product. The product is: [N:37]1[CH:38]=[CH:39][CH:40]=[CH:41][C:36]=1[S:33]([CH:15]([NH:16][CH2:17][C:18]1[CH:23]=[CH:22][C:21]([C:24]2[S:25][CH:26]=[C:27]([C:29]([F:30])([F:31])[F:32])[N:28]=2)=[CH:20][CH:19]=1)[C:11]1[N:10]=[C:9]([NH:8][CH2:7][C:6]([OH:49])=[O:5])[CH:14]=[CH:13][CH:12]=1)(=[O:34])=[O:35]. (3) Given the reactants [C:1]([C:5]1[N:6]=[C:7]([N:22]2[CH2:27][CH2:26][O:25][CH2:24][CH2:23]2)[C:8]2[N:13]=[N:12][N:11]([CH2:14][C:15]3[CH:20]=[CH:19][CH:18]=[CH:17][C:16]=3[Cl:21])[C:9]=2[N:10]=1)([CH3:4])([CH3:3])[CH3:2].C(C1N=C(Cl)C2N=NN(CC3C=CC=CC=3Cl)C=2N=1)(C)(C)C.Cl.[OH:51][CH2:52][C@@H]1NC[C@@H](O)C1, predict the reaction product. The product is: [C:1]([C:5]1[N:6]=[C:7]([N:22]2[C@@H:27]([CH2:52][OH:51])[CH2:26][C@H:24]([OH:25])[CH2:23]2)[C:8]2[N:13]=[N:12][N:11]([CH2:14][C:15]3[CH:20]=[CH:19][CH:18]=[CH:17][C:16]=3[Cl:21])[C:9]=2[N:10]=1)([CH3:2])([CH3:4])[CH3:3].